This data is from Full USPTO retrosynthesis dataset with 1.9M reactions from patents (1976-2016). The task is: Predict the reactants needed to synthesize the given product. (1) Given the product [NH2:1][C:2]1[C:7]([CH:8]=[O:9])=[C:6]([CH:10]2[CH2:15][CH2:14][CH2:13][N:12]([C:16]([O:18][C:19]([CH3:22])([CH3:21])[CH3:20])=[O:17])[CH2:11]2)[CH:5]=[C:4]([C:23]2[CH:28]=[CH:27][CH:26]=[CH:25][C:24]=2[O:29][CH2:30][C:31]2[CH:32]=[CH:33][CH:34]=[CH:35][CH:36]=2)[N:3]=1, predict the reactants needed to synthesize it. The reactants are: [NH2:1][C:2]1[C:7]([CH2:8][OH:9])=[C:6]([CH:10]2[CH2:15][CH2:14][CH2:13][N:12]([C:16]([O:18][C:19]([CH3:22])([CH3:21])[CH3:20])=[O:17])[CH2:11]2)[CH:5]=[C:4]([C:23]2[CH:28]=[CH:27][CH:26]=[CH:25][C:24]=2[O:29][CH2:30][C:31]2[CH:36]=[CH:35][CH:34]=[CH:33][CH:32]=2)[N:3]=1. (2) Given the product [CH3:5][C:2]([C:6]1[CH:7]=[C:8]([C:13]2[CH:18]=[CH:17][CH:16]=[C:15]([CH2:19][CH:20]3[S:24][C:23]([N:27]4[CH2:31][CH2:30][CH2:29][CH2:28]4)=[N:22][C:21]3=[O:26])[CH:14]=2)[CH:9]=[CH:10][C:11]=1[OH:12])([CH3:1])[CH2:3][CH3:4], predict the reactants needed to synthesize it. The reactants are: [CH3:1][C:2]([C:6]1[CH:7]=[C:8]([C:13]2[CH:18]=[CH:17][CH:16]=[C:15]([CH2:19][CH:20]3[S:24][C:23](=S)[NH:22][C:21]3=[O:26])[CH:14]=2)[CH:9]=[CH:10][C:11]=1[OH:12])([CH3:5])[CH2:3][CH3:4].[NH:27]1[CH2:31][CH2:30][CH2:29][CH2:28]1. (3) Given the product [Br:1][C:2]1[CH:20]=[C:19]([F:21])[C:5]([CH2:6][NH:7][C:8]2[C:9]([NH2:16])=[CH:10][CH:11]=[C:12]([O:14][CH3:15])[CH:13]=2)=[C:4]([F:22])[CH:3]=1, predict the reactants needed to synthesize it. The reactants are: [Br:1][C:2]1[CH:20]=[C:19]([F:21])[C:5]([CH2:6][NH:7][C:8]2[CH:13]=[C:12]([O:14][CH3:15])[CH:11]=[CH:10][C:9]=2[N+:16]([O-])=O)=[C:4]([F:22])[CH:3]=1.O.O.Cl[Sn]Cl.C([O-])(O)=O.[Na+]. (4) Given the product [CH3:18][S:19]([O:1][N:2]=[C:3]([C:6]1[S:7][CH:8]=[CH:9][CH:10]=1)[C:4]#[N:5])(=[O:21])=[O:20], predict the reactants needed to synthesize it. The reactants are: [OH:1][N:2]=[C:3]([C:6]1[S:7][CH:8]=[CH:9][CH:10]=1)[C:4]#[N:5].C(N(CC)CC)C.[CH3:18][S:19](Cl)(=[O:21])=[O:20]. (5) Given the product [Br:1][C:2]1[CH:3]=[C:4]([CH2:8][C:9]([Cl:15])=[O:11])[CH:5]=[CH:6][CH:7]=1, predict the reactants needed to synthesize it. The reactants are: [Br:1][C:2]1[CH:3]=[C:4]([CH2:8][C:9]([OH:11])=O)[CH:5]=[CH:6][CH:7]=1.C(Cl)(=O)C([Cl:15])=O. (6) Given the product [N:38]1[CH:2]=[CH:7][CH:6]=[CH:5][C:4]=1[C:8]1[N:9]=[C:10]2[CH2:15][N:14]([C:16]3[CH:21]=[C:20]([CH:24]=[CH:25][CH:17]=3)[C:19]#[N:18])[CH2:13][CH2:12][N:11]2[CH:22]=1, predict the reactants needed to synthesize it. The reactants are: Cl[C:2]1C=[C:4]([C:8]2[N:9]=[C:10]3[CH2:15][N:14]([C:16]4[CH:17]=[N:18][CH:19]=[CH:20][CH:21]=4)[CH2:13][CH2:12][N:11]3[CH:22]=2)[CH:5]=[CH:6][CH:7]=1.Br[CH2:24][C:25](C1C=CC=CN=1)=O.BrC1C=C(C=CC=1)C#[N:38]. (7) Given the product [Cl:24][CH2:25][C:26]([NH:23][C:21]1[CH:20]=[CH:19][C:17]2[N:18]=[C:13]([NH:12][CH:10]3[C:11]4[C:7](=[CH:6][CH:5]=[CH:4][C:3]=4[O:2][CH3:1])[CH2:8][CH2:9]3)[O:14][CH2:15][C:16]=2[CH:22]=1)=[O:27], predict the reactants needed to synthesize it. The reactants are: [CH3:1][O:2][C:3]1[CH:4]=[CH:5][CH:6]=[C:7]2[C:11]=1[CH:10]([NH:12][C:13]1[O:14][CH2:15][C:16]3[CH:22]=[C:21]([NH2:23])[CH:20]=[CH:19][C:17]=3[N:18]=1)[CH2:9][CH2:8]2.[Cl:24][CH2:25][C:26](Cl)=[O:27].